This data is from Forward reaction prediction with 1.9M reactions from USPTO patents (1976-2016). The task is: Predict the product of the given reaction. (1) Given the reactants S(O)(O)(=O)=O.[NH2:6][C:7]1[CH:8]=[C:9](B(O)O)[CH:10]=[CH:11][CH:12]=1.[NH2:16][C:17]1C=[C:19](B(O)O)[CH:20]=[CH:21][CH:22]=1.BrC1C=CC=CN=1.C([O-])([O-])=O.[K+].[K+], predict the reaction product. The product is: [N:16]1[CH:17]=[CH:22][CH:21]=[CH:20][C:19]=1[C:9]1[CH:8]=[C:7]([CH:12]=[CH:11][CH:10]=1)[NH2:6]. (2) Given the reactants [C:1]([O:5][C:6](=[O:19])[NH:7][C@@H:8]([C@@H:16]1[CH2:18][O:17]1)[CH2:9][C:10]1[CH:15]=[CH:14][CH:13]=[CH:12][CH:11]=1)([CH3:4])([CH3:3])[CH3:2].[CH3:20][O:21][CH2:22][C@@H:23]1[CH2:27][CH2:26][CH2:25][NH:24]1, predict the reaction product. The product is: [C:1]([O:5][C:6](=[O:19])[NH:7][C@H:8]([CH2:9][C:10]1[CH:15]=[CH:14][CH:13]=[CH:12][CH:11]=1)[C@@H:16]([OH:17])[CH2:18][N:24]1[CH2:25][CH2:26][CH2:27][C@H:23]1[CH2:22][O:21][CH3:20])([CH3:4])([CH3:3])[CH3:2].